Dataset: Catalyst prediction with 721,799 reactions and 888 catalyst types from USPTO. Task: Predict which catalyst facilitates the given reaction. (1) Reactant: Cl.[N:2]1[N:6]2[CH:7]=[CH:8][N:9]=[CH:10][C:5]2=[C:4]([C:11](=[NH:13])[NH2:12])[CH:3]=1.CN(C)/[CH:16]=[C:17](\[N+:23]([O-:25])=[O:24])/[C:18](OCC)=[O:19].C(N(CC)CC)C. Product: [N+:23]([C:17]1[C:18]([OH:19])=[N:13][C:11]([C:4]2[CH:3]=[N:2][N:6]3[CH:7]=[CH:8][N:9]=[CH:10][C:5]=23)=[N:12][CH:16]=1)([O-:25])=[O:24]. The catalyst class is: 8. (2) Reactant: [CH:1]1([CH:4]=O)[CH2:3][CH2:2]1.[NH2:6][C:7]1[CH:17]=[CH:16][C:10]([C:11]([O:13][CH2:14][CH3:15])=[O:12])=[CH:9][CH:8]=1.[CH:18](/[NH:21][C:22](=[O:31])[O:23][CH2:24][C:25]1[CH:30]=[CH:29][CH:28]=[CH:27][CH:26]=1)=[CH:19]\[CH3:20]. Product: [CH2:24]([O:23][C:22]([NH:21][C@H:18]1[C:8]2[C:7](=[CH:17][CH:16]=[C:10]([C:11]([O:13][CH2:14][CH3:15])=[O:12])[CH:9]=2)[NH:6][C@@H:4]([CH:1]2[CH2:2][CH2:3]2)[C@@H:19]1[CH3:20])=[O:31])[C:25]1[CH:30]=[CH:29][CH:28]=[CH:27][CH:26]=1. The catalyst class is: 4. (3) Reactant: C([O:3][C:4](=O)[CH2:5][CH2:6][C:7]([C:10](=[O:12])[NH2:11])([F:9])[F:8])C.C(O)C.[O-]CC.[Na+].Cl. Product: [F:8][C:7]1([F:9])[CH2:6][CH2:5][C:4](=[O:3])[NH:11][C:10]1=[O:12]. The catalyst class is: 714. (4) Reactant: C(N1C=C(CCO)N=C1)(C1C=CC=CC=1)(C1C=CC=CC=1)C1C=CC=CC=1.C1(P(C2C=CC=CC=2)C2C=CC=CC=2)C=CC=CC=1.[N:47]([C:56]([O:58][C:59]([CH3:62])([CH3:61])[CH3:60])=[O:57])=[N:48][C:49]([O:51][C:52]([CH3:55])([CH3:54])[CH3:53])=[O:50]. Product: [NH:47]([C:56]([O:58][C:59]([CH3:62])([CH3:61])[CH3:60])=[O:57])[NH:48][C:49]([O:51][C:52]([CH3:53])([CH3:54])[CH3:55])=[O:50]. The catalyst class is: 2.